From a dataset of Full USPTO retrosynthesis dataset with 1.9M reactions from patents (1976-2016). Predict the reactants needed to synthesize the given product. (1) Given the product [C:9]([C:11]1[CH:12]=[C:13]([NH:17][C:18]2[C:27]3[C:22](=[CH:23][C:24]([O:6][C@H:3]4[CH2:4][CH2:5][O:1][CH2:2]4)=[C:25]([N+:28]([O-:30])=[O:29])[CH:26]=3)[N:21]=[CH:20][N:19]=2)[CH:14]=[CH:15][CH:16]=1)#[CH:10], predict the reactants needed to synthesize it. The reactants are: [O:1]1[CH2:5][CH2:4][C@H:3]([OH:6])[CH2:2]1.[H-].[Na+].[C:9]([C:11]1[CH:12]=[C:13]([NH:17][C:18]2[C:27]3[C:22](=[CH:23][C:24](F)=[C:25]([N+:28]([O-:30])=[O:29])[CH:26]=3)[N:21]=[CH:20][N:19]=2)[CH:14]=[CH:15][CH:16]=1)#[CH:10]. (2) Given the product [O:18]1[CH2:17][CH2:16][CH:15]([N:14]2[C:13]3[CH:21]=[CH:22][CH:23]=[CH:24][C:12]=3[N:11]=[C:10]2[C@@H:8]([NH2:7])[CH3:9])[CH2:20][CH2:19]1, predict the reactants needed to synthesize it. The reactants are: C(OC(=O)[NH:7][C@H:8]([C:10]1[N:14]([CH:15]2[CH2:20][CH2:19][O:18][CH2:17][CH2:16]2)[C:13]2[CH:21]=[CH:22][CH:23]=[CH:24][C:12]=2[N:11]=1)[CH3:9])(C)(C)C.C(O)(C(F)(F)F)=O.